Dataset: NCI-60 drug combinations with 297,098 pairs across 59 cell lines. Task: Regression. Given two drug SMILES strings and cell line genomic features, predict the synergy score measuring deviation from expected non-interaction effect. (1) Drug 1: CCCS(=O)(=O)NC1=C(C(=C(C=C1)F)C(=O)C2=CNC3=C2C=C(C=N3)C4=CC=C(C=C4)Cl)F. Drug 2: CCC1(CC2CC(C3=C(CCN(C2)C1)C4=CC=CC=C4N3)(C5=C(C=C6C(=C5)C78CCN9C7C(C=CC9)(C(C(C8N6C=O)(C(=O)OC)O)OC(=O)C)CC)OC)C(=O)OC)O.OS(=O)(=O)O. Cell line: ACHN. Synergy scores: CSS=34.6, Synergy_ZIP=5.60, Synergy_Bliss=10.2, Synergy_Loewe=-20.2, Synergy_HSA=9.99. (2) Drug 2: CNC(=O)C1=CC=CC=C1SC2=CC3=C(C=C2)C(=NN3)C=CC4=CC=CC=N4. Cell line: SF-268. Drug 1: CS(=O)(=O)C1=CC(=C(C=C1)C(=O)NC2=CC(=C(C=C2)Cl)C3=CC=CC=N3)Cl. Synergy scores: CSS=13.4, Synergy_ZIP=0.158, Synergy_Bliss=13.2, Synergy_Loewe=6.49, Synergy_HSA=9.14. (3) Drug 1: C1C(C(OC1N2C=NC3=C2NC=NCC3O)CO)O. Drug 2: C(CCl)NC(=O)N(CCCl)N=O. Cell line: SK-MEL-5. Synergy scores: CSS=9.01, Synergy_ZIP=-5.21, Synergy_Bliss=-5.13, Synergy_Loewe=-2.68, Synergy_HSA=-2.27. (4) Synergy scores: CSS=50.0, Synergy_ZIP=0.498, Synergy_Bliss=-1.45, Synergy_Loewe=-43.9, Synergy_HSA=-2.61. Drug 1: CCCS(=O)(=O)NC1=C(C(=C(C=C1)F)C(=O)C2=CNC3=C2C=C(C=N3)C4=CC=C(C=C4)Cl)F. Cell line: HCT116. Drug 2: C1=CN(C(=O)N=C1N)C2C(C(C(O2)CO)O)O.Cl. (5) Drug 2: C1C(C(OC1N2C=NC(=NC2=O)N)CO)O. Drug 1: CC12CCC(CC1=CCC3C2CCC4(C3CC=C4C5=CN=CC=C5)C)O. Cell line: NCI/ADR-RES. Synergy scores: CSS=21.2, Synergy_ZIP=-3.16, Synergy_Bliss=2.15, Synergy_Loewe=1.85, Synergy_HSA=2.84. (6) Drug 1: CC(C1=C(C=CC(=C1Cl)F)Cl)OC2=C(N=CC(=C2)C3=CN(N=C3)C4CCNCC4)N. Drug 2: CCN(CC)CCNC(=O)C1=C(NC(=C1C)C=C2C3=C(C=CC(=C3)F)NC2=O)C. Cell line: MDA-MB-435. Synergy scores: CSS=13.5, Synergy_ZIP=-2.19, Synergy_Bliss=-0.875, Synergy_Loewe=-6.70, Synergy_HSA=-5.82. (7) Drug 1: C1CCC(C1)C(CC#N)N2C=C(C=N2)C3=C4C=CNC4=NC=N3. Drug 2: C1=CC=C(C(=C1)C(C2=CC=C(C=C2)Cl)C(Cl)Cl)Cl. Cell line: HCC-2998. Synergy scores: CSS=-3.03, Synergy_ZIP=4.18, Synergy_Bliss=4.93, Synergy_Loewe=0.719, Synergy_HSA=0.231. (8) Synergy scores: CSS=11.8, Synergy_ZIP=-3.66, Synergy_Bliss=-2.40, Synergy_Loewe=-8.20, Synergy_HSA=-5.06. Drug 2: C1CNP(=O)(OC1)N(CCCl)CCCl. Drug 1: CS(=O)(=O)OCCCCOS(=O)(=O)C. Cell line: NCI-H460. (9) Drug 1: C(CCl)NC(=O)N(CCCl)N=O. Drug 2: CC12CCC3C(C1CCC2OP(=O)(O)O)CCC4=C3C=CC(=C4)OC(=O)N(CCCl)CCCl.[Na+]. Cell line: TK-10. Synergy scores: CSS=16.6, Synergy_ZIP=-7.91, Synergy_Bliss=-1.03, Synergy_Loewe=-1.63, Synergy_HSA=-0.871. (10) Drug 1: C1=NC(=NC(=O)N1C2C(C(C(O2)CO)O)O)N. Drug 2: CCC1(CC2CC(C3=C(CCN(C2)C1)C4=CC=CC=C4N3)(C5=C(C=C6C(=C5)C78CCN9C7C(C=CC9)(C(C(C8N6C)(C(=O)OC)O)OC(=O)C)CC)OC)C(=O)OC)O.OS(=O)(=O)O. Cell line: EKVX. Synergy scores: CSS=-0.149, Synergy_ZIP=0.335, Synergy_Bliss=-0.201, Synergy_Loewe=-1.79, Synergy_HSA=-1.97.